Dataset: Full USPTO retrosynthesis dataset with 1.9M reactions from patents (1976-2016). Task: Predict the reactants needed to synthesize the given product. (1) Given the product [Cl:1][C:2]1[CH:7]=[C:6]([O:8][CH3:9])[C:5]([CH:19]=[CH2:20])=[CH:4][C:3]=1[C:11]1[CH:16]=[C:15]([Cl:17])[CH:14]=[CH:13][C:12]=1[Cl:18], predict the reactants needed to synthesize it. The reactants are: [Cl:1][C:2]1[CH:7]=[C:6]([O:8][CH3:9])[C:5](I)=[CH:4][C:3]=1[C:11]1[CH:16]=[C:15]([Cl:17])[CH:14]=[CH:13][C:12]=1[Cl:18].[CH2:19]([Sn](CCCC)(CCCC)C=C)[CH2:20]CC.[F-].[K+]. (2) The reactants are: [OH:1][C:2]1[CH:10]=[C:9]2[C:5]([CH:6]=[C:7]([C:12]([OH:14])=O)[N:8]2[CH3:11])=[CH:4][CH:3]=1.[C:15]([O:19][C:20]([N:22]1[CH2:27][CH2:26][NH:25][CH2:24][CH2:23]1)=[O:21])([CH3:18])([CH3:17])[CH3:16].Cl.C(N=C=NCCCN(C)C)C.O.ON1C2C=CC=CC=2N=N1.Cl[C:52]1[CH:57]=[CH:56][C:55]([N+:58]([O-:60])=[O:59])=[CH:54][N:53]=1.C([O-])([O-])=O.[K+].[K+]. Given the product [C:15]([O:19][C:20]([N:22]1[CH2:27][CH2:26][N:25]([C:12]([C:7]2[N:8]([CH3:11])[C:9]3[C:5]([CH:6]=2)=[CH:4][CH:3]=[C:2]([O:1][C:52]2[CH:57]=[CH:56][C:55]([N+:58]([O-:60])=[O:59])=[CH:54][N:53]=2)[CH:10]=3)=[O:14])[CH2:24][CH2:23]1)=[O:21])([CH3:18])([CH3:16])[CH3:17], predict the reactants needed to synthesize it.